From a dataset of Retrosynthesis with 50K atom-mapped reactions and 10 reaction types from USPTO. Predict the reactants needed to synthesize the given product. (1) Given the product COC(=O)[C@H]1CC2CC2C[C@H]1C(=O)O, predict the reactants needed to synthesize it. The reactants are: COC(=O)[C@H]1CC2CC2C[C@H]1C(=O)OCc1ccccc1. (2) The reactants are: BrCc1ccc(-c2ncco2)cc1.N#Cc1ccc(CN([C@@H]2CCCCC[C@H]2CO)S(=O)(=O)c2ccc(Cl)cc2)cc1. Given the product O=S(=O)(c1ccc(Cl)cc1)N(Cc1ccc(-c2ncco2)cc1)[C@@H]1CCCCC[C@@H]1CO, predict the reactants needed to synthesize it.